Dataset: Forward reaction prediction with 1.9M reactions from USPTO patents (1976-2016). Task: Predict the product of the given reaction. (1) Given the reactants CO[C:3]1[C:16]2[C:15]3[N:14]=[CH:13][CH:12]=[CH:11][C:10]=3[C:9](=[O:17])[N:8]([CH2:18][C:19]3[CH:24]=[CH:23][C:22]([O:25][CH3:26])=[CH:21][CH:20]=3)[C:7]=2[CH:6]=[CH:5][CH:4]=1.[C:27](OCC)(=[O:29])C.ClCCl.CO, predict the reaction product. The product is: [CH3:27][O:29][C:5]1[CH:4]=[CH:3][C:16]2[C:15]3[NH:14][CH2:13][CH2:12][CH2:11][C:10]=3[C:9](=[O:17])[N:8]([CH2:18][C:19]3[CH:24]=[CH:23][C:22]([O:25][CH3:26])=[CH:21][CH:20]=3)[C:7]=2[CH:6]=1. (2) Given the reactants Cl[C:2]1[CH:3]=[C:4]([NH:10][C:11]2[CH:16]=[CH:15][C:14]([C:17]([N:19]3[CH2:24][CH2:23][O:22][CH2:21][CH2:20]3)=[O:18])=[CH:13][N:12]=2)[C:5](=[O:9])[N:6]([CH3:8])[N:7]=1.[C:25]([O:28][CH2:29][C:30]1[C:31]([N:45]2[CH2:56][CH2:55][N:54]3[C:47](=[CH:48][C:49]4[CH2:50][C:51]([CH3:58])([CH3:57])[CH2:52][C:53]=43)[C:46]2=[O:59])=[N:32][CH:33]=[CH:34][C:35]=1B1OC(C)(C)C(C)(C)O1)(=[O:27])[CH3:26].C1(P(C2CCCCC2)C2CCCCC2)CCCCC1.C(=O)([O-])[O-].[Cs+].[Cs+], predict the reaction product. The product is: [C:25]([O:28][CH2:29][C:30]1[C:31]([N:45]2[CH2:56][CH2:55][N:54]3[C:47](=[CH:48][C:49]4[CH2:50][C:51]([CH3:58])([CH3:57])[CH2:52][C:53]=43)[C:46]2=[O:59])=[N:32][CH:33]=[CH:34][C:35]=1[C:2]1[CH:3]=[C:4]([NH:10][C:11]2[CH:16]=[CH:15][C:14]([C:17]([N:19]3[CH2:24][CH2:23][O:22][CH2:21][CH2:20]3)=[O:18])=[CH:13][N:12]=2)[C:5](=[O:9])[N:6]([CH3:8])[N:7]=1)(=[O:27])[CH3:26]. (3) Given the reactants [F:1][C:2]([F:14])([F:13])[O:3][C:4]1[CH:9]=[CH:8][C:7]([N:10]=[C:11]=[O:12])=[CH:6][CH:5]=1.[NH2:15][C:16]1[N:17]=[C:18]([C:22]([O:24][CH2:25][CH3:26])=[O:23])[N:19]([CH3:21])[CH:20]=1, predict the reaction product. The product is: [CH3:21][N:19]1[CH:20]=[C:16]([NH:15][C:11]([NH:10][C:7]2[CH:6]=[CH:5][C:4]([O:3][C:2]([F:13])([F:14])[F:1])=[CH:9][CH:8]=2)=[O:12])[N:17]=[C:18]1[C:22]([O:24][CH2:25][CH3:26])=[O:23]. (4) Given the reactants C(OC([NH:8][C@H:9]([CH2:40][CH:41]([CH3:43])[CH3:42])[CH2:10][N:11]1[C:16](=[O:17])[C:15]([C:18]2[CH:23]=[CH:22][CH:21]=[C:20]([O:24][CH3:25])[C:19]=2[Cl:26])=[CH:14][N:13]([CH2:27][C:28]2[C:33]([C:34]([F:37])([F:36])[F:35])=[CH:32][CH:31]=[CH:30][C:29]=2[F:38])[C:12]1=[O:39])=O)(C)(C)C.C(O)(C(F)(F)F)=O, predict the reaction product. The product is: [NH2:8][C@H:9]([CH2:40][CH:41]([CH3:43])[CH3:42])[CH2:10][N:11]1[C:16](=[O:17])[C:15]([C:18]2[CH:23]=[CH:22][CH:21]=[C:20]([O:24][CH3:25])[C:19]=2[Cl:26])=[CH:14][N:13]([CH2:27][C:28]2[C:33]([C:34]([F:36])([F:35])[F:37])=[CH:32][CH:31]=[CH:30][C:29]=2[F:38])[C:12]1=[O:39]. (5) Given the reactants [F:1][C:2]1[CH:3]=[C:4]2[C:8](=[CH:9][CH:10]=1)[N:7]([CH2:11][C:12]1[CH:17]=[CH:16][CH:15]=[C:14]([CH3:18])[CH:13]=1)[C:6]([C:19](OC)=[O:20])=[CH:5]2.[NH:23]1[C:27]2=[N:28][CH:29]=[C:30]([NH2:32])[CH:31]=[C:26]2[CH:25]=[CH:24]1.C[Al](C)C, predict the reaction product. The product is: [NH:23]1[C:27]2=[N:28][CH:29]=[C:30]([NH:32][C:19]([C:6]3[N:7]([CH2:11][C:12]4[CH:17]=[CH:16][CH:15]=[C:14]([CH3:18])[CH:13]=4)[C:8]4[C:9]([CH:5]=3)=[CH:10][C:2]([F:1])=[CH:3][CH:4]=4)=[O:20])[CH:31]=[C:26]2[CH:25]=[CH:24]1.